This data is from Catalyst prediction with 721,799 reactions and 888 catalyst types from USPTO. The task is: Predict which catalyst facilitates the given reaction. Reactant: [N:1]1[N:2]=[CH:3][N:4]2[C:9]=1[CH:8]=[CH:7][C:6]([O:10][C:11]1[CH:16]=[CH:15][CH:14]=[CH:13][C:12]=1[C:17]([C:19]1[CH:24]=[CH:23][CH:22]=[CH:21][CH:20]=1)=O)=[N:5]2.FC(F)(F)C(O)=O.[BH4-].[Na+]. Product: [CH2:17]([C:12]1[C:11]([O:10][C:6]2[N:2]3[N:1]=[CH:9][CH:8]=[CH:7][C:3]3=[N:4][N:5]=2)=[CH:16][CH:15]=[CH:14][CH:13]=1)[C:19]1[CH:24]=[CH:23][CH:22]=[CH:21][CH:20]=1. The catalyst class is: 4.